From a dataset of Catalyst prediction with 721,799 reactions and 888 catalyst types from USPTO. Predict which catalyst facilitates the given reaction. (1) Reactant: [Cl:1][C:2]1[CH:3]=[C:4]2[C:9](=[CH:10][CH:11]=1)[CH:8]=[C:7]([S:12](Cl)(=[O:14])=[O:13])[CH:6]=[CH:5]2.[N:16]1[CH:21]=[CH:20][CH:19]=[CH:18]C=1.[NH:22]1[C:26]2[CH:27]=[CH:28][C:29]([C:31]([OH:33])=O)=[CH:30][C:25]=2[N:24]=[N:23]1.F[P-](F)(F)(F)(F)F.N1(OC(N(C)C)=[N+](C)C)C2N=CC=CC=2N=N1.C[N:59]1[CH2:64][CH2:63]O[CH2:61][CH2:60]1. Product: [NH:22]1[C:26]2[CH:27]=[CH:28][C:29]([C:31]([N:16]3[CH2:18][C@H:19]4[C@H:63]5[C@@H:61]([C@H:20]4[CH2:21]3)[CH2:60][N:59]([S:12]([C:7]3[CH:6]=[CH:5][C:4]4[C:9](=[CH:10][CH:11]=[C:2]([Cl:1])[CH:3]=4)[CH:8]=3)(=[O:14])=[O:13])[CH2:64]5)=[O:33])=[CH:30][C:25]=2[N:24]=[N:23]1. The catalyst class is: 4. (2) Reactant: C([O:4][C@@H:5]1[C@H:9]([O:10]C(=O)C)[C@@H:8]([CH2:14][O:15]C(=O)C)[O:7][C@H:6]1[N:19]1[CH:27]=[N:26][C:25]2[C:20]1=[N:21][CH:22]=[N:23][C:24]=2[C:28]1[CH:32]=[CH:31][S:30][CH:29]=1)(=O)C.C[O-].[Na+]. Product: [C@@H:6]1([N:19]2[CH:27]=[N:26][C:25]3[C:20]2=[N:21][CH:22]=[N:23][C:24]=3[C:28]2[CH:32]=[CH:31][S:30][CH:29]=2)[O:7][C@H:8]([CH2:14][OH:15])[C@@H:9]([OH:10])[C@H:5]1[OH:4]. The catalyst class is: 5. (3) Reactant: Cl.[NH2:2][CH2:3][CH2:4][C:5]([O:7][CH3:8])=[O:6].CCN(CC)CC.Cl[C:17]1[C:26]2[C:21](=[N:22][CH:23]=[CH:24][N:25]=2)[CH:20]=[C:19]([Cl:27])[N:18]=1. Product: [Cl:27][C:19]1[N:18]=[C:17]([NH:2][CH2:3][CH2:4][C:5]([O:7][CH3:8])=[O:6])[C:26]2[C:21](=[N:22][CH:23]=[CH:24][N:25]=2)[CH:20]=1. The catalyst class is: 1. (4) Reactant: [CH2:1]([O:8][C:9]1[CH:24]=[CH:23][CH:22]=[CH:21][C:10]=1[O:11][CH2:12][CH2:13][O:14]C1CCCCO1)[C:2]1[CH:7]=[CH:6][CH:5]=[CH:4][CH:3]=1.Cl.O. Product: [CH2:1]([O:8][C:9]1[CH:24]=[CH:23][CH:22]=[CH:21][C:10]=1[O:11][CH2:12][CH2:13][OH:14])[C:2]1[CH:3]=[CH:4][CH:5]=[CH:6][CH:7]=1. The catalyst class is: 83. (5) Reactant: C[O:2][C:3]([C:5]1[N:29](C(CC)CC)[C:8]2[N:9]=[C:10]([NH:13][C:14]3[CH:19]=[CH:18][C:17]([N:20]4[CH2:25][CH2:24][N:23](C(=O)C)[CH2:22][CH2:21]4)=[CH:16][CH:15]=3)[N:11]=[CH:12][C:7]=2[CH:6]=1)=[O:4].[Li+].[OH-]. Product: [N:20]1([C:17]2[CH:18]=[CH:19][C:14]([NH:13][C:10]3[N:11]=[CH:12][C:7]4[CH:6]=[C:5]([C:3]([OH:4])=[O:2])[NH:29][C:8]=4[N:9]=3)=[CH:15][CH:16]=2)[CH2:21][CH2:22][NH:23][CH2:24][CH2:25]1. The catalyst class is: 1. (6) Reactant: [C:1]12([CH2:11][C:12](O)=[O:13])[CH2:10][CH:5]3[CH2:6][CH:7]([CH2:9][CH:3]([CH2:4]3)[CH2:2]1)[CH2:8]2.CCN=C=NCCCN(C)C.Cl.C(N(CC)CC)C.[S:34]1[CH:38]=[CH:37][CH:36]=[C:35]1[CH2:39][NH2:40]. Product: [C:1]12([CH2:11][C:12]([NH:40][CH2:39][C:35]3[S:34][CH:38]=[CH:37][CH:36]=3)=[O:13])[CH2:10][CH:5]3[CH2:6][CH:7]([CH2:9][CH:3]([CH2:4]3)[CH2:2]1)[CH2:8]2. The catalyst class is: 64. (7) Reactant: [CH3:1]N(C=O)C.[CH:6]1([C:11]2([CH3:27])[NH:15][C:14](=[O:16])[N:13]([CH2:17][C:18](=[O:25])[C:19]3[CH:24]=[CH:23][CH:22]=[CH:21][CH:20]=3)[C:12]2=[O:26])[CH2:10][CH2:9][CH2:8][CH2:7]1.C([O-])([O-])=O.[K+].[K+].CI. Product: [CH:6]1([C:11]2([CH3:27])[N:15]([CH3:1])[C:14](=[O:16])[N:13]([CH2:17][C:18](=[O:25])[C:19]3[CH:20]=[CH:21][CH:22]=[CH:23][CH:24]=3)[C:12]2=[O:26])[CH2:10][CH2:9][CH2:8][CH2:7]1. The catalyst class is: 6. (8) Reactant: Cl.C([N:9]1[CH2:14][CH2:13][CH:12]([N:15]2[C:19]3=[N:20][C:21]([Cl:30])=[N:22][C:23]([N:24]4[CH2:29][CH2:28][O:27][CH2:26][CH2:25]4)=[C:18]3[CH:17]=[N:16]2)[CH2:11][CH2:10]1)C1C=CC=CC=1.ClC(OC(Cl)C)=O.C([O-])([O-])=O.[K+].[K+]. Product: [Cl:30][C:21]1[N:20]=[C:19]2[N:15]([CH:12]3[CH2:13][CH2:14][NH:9][CH2:10][CH2:11]3)[N:16]=[CH:17][C:18]2=[C:23]([N:24]2[CH2:29][CH2:28][O:27][CH2:26][CH2:25]2)[N:22]=1. The catalyst class is: 74. (9) The catalyst class is: 174. Product: [C:12]([O:16][C:17]([N:19]1[CH2:20][CH2:21][CH:22]([CH2:25][CH2:26][S:9][C:6]2[CH:7]=[CH:8][C:3]([S:2][CH3:1])=[CH:4][CH:5]=2)[CH2:23][CH2:24]1)=[O:18])([CH3:13])([CH3:14])[CH3:15]. Reactant: [CH3:1][S:2][C:3]1[CH:8]=[CH:7][C:6]([SH:9])=[CH:5][CH:4]=1.[H-].[Na+].[C:12]([O:16][C:17]([N:19]1[CH2:24][CH2:23][CH:22]([CH2:25][CH2:26]OS(C2C=CC(C)=CC=2)(=O)=O)[CH2:21][CH2:20]1)=[O:18])([CH3:15])([CH3:14])[CH3:13]. (10) Reactant: [CH:1]1([CH2:4][O:5][C:6]2[C:7]([OH:24])=[C:8]([C:14]3[CH:22]=[CH:21][CH:20]=[C:19]4[C:15]=3[CH2:16][CH2:17][C:18]4=[O:23])[CH:9]=[CH:10][C:11]=2[O:12][CH3:13])[CH2:3][CH2:2]1.C(=O)([O-])[O-].[K+].[K+].Br[CH2:32][C:33]1([CH2:37][OH:38])[CH2:36][O:35][CH2:34]1. Product: [CH:1]1([CH2:4][O:5][C:6]2[C:7]([O:24][CH2:32][C:33]3([CH2:37][OH:38])[CH2:36][O:35][CH2:34]3)=[C:8]([C:14]3[CH:22]=[CH:21][CH:20]=[C:19]4[C:15]=3[CH2:16][CH2:17][C:18]4=[O:23])[CH:9]=[CH:10][C:11]=2[O:12][CH3:13])[CH2:3][CH2:2]1. The catalyst class is: 10.